Task: Predict the reaction yield, written as a fraction of the theoretical maximum amount of product (1.0 means a 100% yield; for example, 0.34 means a 34% yield).. Dataset: Reaction yield outcomes from USPTO patents with 853,638 reactions (1) The reactants are [C@H:1]1([C:17]([O:19]C2C(C(C)C)CCC(C)C2)=[O:18])[CH2:3][C@@H:2]1[C:4]([O:6]C1C(C(C)C)CCC(C)C1)=[O:5].[OH-].[K+].O. The catalyst is CO. The product is [C@H:1]1([C:17]([OH:19])=[O:18])[CH2:3][C@@H:2]1[C:4]([OH:6])=[O:5]. The yield is 0.800. (2) The reactants are [CH:1]1([CH2:7][C@H:8]([NH:14][C:15](=[O:21])[O:16][C:17]([CH3:20])([CH3:19])[CH3:18])[C:9]([NH:11][CH2:12][CH3:13])=O)[CH2:6][CH2:5][CH2:4][CH2:3][CH2:2]1.COCCO[AlH2-]OCCOC.[Na+]. The catalyst is C1(C)C=CC=CC=1. The product is [CH:1]1([CH2:7][C@H:8]([NH:14][C:15](=[O:21])[O:16][C:17]([CH3:20])([CH3:19])[CH3:18])[CH2:9][NH:11][CH2:12][CH3:13])[CH2:2][CH2:3][CH2:4][CH2:5][CH2:6]1. The yield is 0.450. (3) The reactants are [C:1]([N+:5]#[C-:6])([CH3:4])([CH3:3])[CH3:2].[Cl:7][C:8]1[CH:13]=[CH:12][C:11]([C:14]2([C@@H:19]3[CH2:24][CH2:23][C@H:22]([C:25](=O)[CH2:26][CH2:27][CH:28]=[CH2:29])[CH2:21][CH2:20]3)[O:18][CH2:17][CH2:16][O:15]2)=[CH:10][CH:9]=1.[C:31]([O-:34])(=O)[CH3:32].[NH4+:35].[OH2:36]. The catalyst is FC(F)(F)CO. The product is [C:1]([NH:5][C:6](=[O:36])[C:25]([NH:35][C:31](=[O:34])[CH3:32])([C@H:22]1[CH2:21][CH2:20][C@@H:19]([C:14]2([C:11]3[CH:12]=[CH:13][C:8]([Cl:7])=[CH:9][CH:10]=3)[O:18][CH2:17][CH2:16][O:15]2)[CH2:24][CH2:23]1)[CH2:26][CH2:27][CH:28]=[CH2:29])([CH3:4])([CH3:3])[CH3:2]. The yield is 0.710. (4) The product is [CH3:24][N:26]([CH3:31])[CH2:27][CH2:28][CH2:29][NH:30][C:2]1[CH:3]=[C:4]([CH:18]=[CH:19][C:20]=1[N+:21]([O-:23])=[O:22])[C:5]([N:7]([CH2:13][CH2:14][CH:15]([CH3:17])[CH3:16])[CH2:8][CH2:9][CH:10]([CH3:12])[CH3:11])=[O:6]. The catalyst is C(#N)C. The reactants are F[C:2]1[CH:3]=[C:4]([CH:18]=[CH:19][C:20]=1[N+:21]([O-:23])=[O:22])[C:5]([N:7]([CH2:13][CH2:14][CH:15]([CH3:17])[CH3:16])[CH2:8][CH2:9][CH:10]([CH3:12])[CH3:11])=[O:6].[CH2:24]([N:26]([CH2:31]C)[CH2:27][CH2:28][CH2:29][NH2:30])C.C(=O)([O-])[O-].[K+].[K+]. The yield is 0.00680. (5) The reactants are Br[CH2:2][CH2:3][CH2:4][CH2:5][CH2:6][N:7]([CH:16]([CH3:18])[CH3:17])[C:8](=[O:15])[CH2:9][CH2:10][CH2:11][CH2:12][CH2:13][CH3:14].[OH:19][C:20]1[C:25]2[N:26]=[C:27]([NH:29][C:30](=[O:32])[CH3:31])[S:28][C:24]=2[CH:23]=[CH:22][CH:21]=1. No catalyst specified. The product is [C:30]([NH:29][C:27]1[S:28][C:24]2[CH:23]=[CH:22][CH:21]=[C:20]([O:19][CH2:2][CH2:3][CH2:4][CH2:5][CH2:6][N:7]([CH:16]([CH3:18])[CH3:17])[C:8](=[O:15])[CH2:9][CH2:10][CH2:11][CH2:12][CH2:13][CH3:14])[C:25]=2[N:26]=1)(=[O:32])[CH3:31]. The yield is 0.420. (6) The reactants are [O:1]1CCO[CH:2]1[C:6]1[S:7][C:8]([CH:11]([OH:13])[CH3:12])=[CH:9][N:10]=1.Cl.C(=O)([O-])O.[Na+]. The catalyst is CC(C)=O. The product is [OH:13][CH:11]([C:8]1[S:7][C:6]([CH:2]=[O:1])=[N:10][CH:9]=1)[CH3:12]. The yield is 0.390. (7) The reactants are [CH3:1][C:2]1[CH:11]=[CH:10][C:5]([C:6]([NH:8][NH2:9])=[O:7])=[CH:4][C:3]=1[C:12]1[CH:20]=[C:19]2[C:15]([C:16]3([CH2:25][CH2:24][CH2:23][CH2:22]3)[C:17](=[O:21])[NH:18]2)=[CH:14][CH:13]=1.[CH3:26][C:27](C)(C)C([O-])([O-])[O-].O. The catalyst is C(O)(=O)C. The product is [CH3:1][C:2]1[CH:11]=[CH:10][C:5]([C:6]2[O:7][C:26]([CH3:27])=[N:9][N:8]=2)=[CH:4][C:3]=1[C:12]1[CH:20]=[C:19]2[C:15]([C:16]3([CH2:25][CH2:24][CH2:23][CH2:22]3)[C:17](=[O:21])[NH:18]2)=[CH:14][CH:13]=1. The yield is 0.350.